From a dataset of Forward reaction prediction with 1.9M reactions from USPTO patents (1976-2016). Predict the product of the given reaction. (1) Given the reactants [F:1][C:2]1[CH:7]=[CH:6][C:5]([C:8]2[O:12][C:11]([CH3:13])=[C:10]([CH:14]=[O:15])[CH:9]=2)=[C:4]([CH3:16])[CH:3]=1.[CH:17]1([Mg]Br)[CH2:22][CH2:21][CH2:20][CH2:19][CH2:18]1.O1CCCC1, predict the reaction product. The product is: [CH:17]1([CH:14]([C:10]2[CH:9]=[C:8]([C:5]3[CH:6]=[CH:7][C:2]([F:1])=[CH:3][C:4]=3[CH3:16])[O:12][C:11]=2[CH3:13])[OH:15])[CH2:22][CH2:21][CH2:20][CH2:19][CH2:18]1. (2) Given the reactants C([O:4][CH2:5][CH2:6][N:7]1[CH2:11][C:10]2[CH:12]=[C:13]([C:16]3[C:24]4[C:19](=[CH:20][C:21]([F:25])=[CH:22][CH:23]=4)[NH:18][CH:17]=3)[CH:14]=[CH:15][C:9]=2[S:8]1(=[O:27])=[O:26])(=O)C.O[Li].O, predict the reaction product. The product is: [F:25][C:21]1[CH:20]=[C:19]2[C:24]([C:16]([C:13]3[CH:14]=[CH:15][C:9]4[S:8](=[O:27])(=[O:26])[N:7]([CH2:6][CH2:5][OH:4])[CH2:11][C:10]=4[CH:12]=3)=[CH:17][NH:18]2)=[CH:23][CH:22]=1.